This data is from Reaction yield outcomes from USPTO patents with 853,638 reactions. The task is: Predict the reaction yield, written as a fraction of the theoretical maximum amount of product (1.0 means a 100% yield; for example, 0.34 means a 34% yield). (1) The reactants are FC1(F)CC1CN1CCN(C2SC(C(OCC)=O)=C(C)N=2)C1=O.[CH3:24][C:25]1[N:26]=[C:27]([N:35]2[CH2:39][CH2:38][N:37]([CH2:40][CH2:41][CH2:42][C:43]([F:46])([F:45])[F:44])[C:36]2=[O:47])[S:28][C:29]=1[C:30]([O:32]CC)=[O:31]. No catalyst specified. The product is [CH3:24][C:25]1[N:26]=[C:27]([N:35]2[CH2:39][CH2:38][N:37]([CH2:40][CH2:41][CH2:42][C:43]([F:44])([F:45])[F:46])[C:36]2=[O:47])[S:28][C:29]=1[C:30]([OH:32])=[O:31]. The yield is 0.870. (2) The reactants are [Cl:1][C:2]1[CH:3]=[C:4]2[C:9](=[CH:10][C:11]=1[OH:12])[O:8][CH2:7][CH2:6]C2(O[Si](C)(C)C)C#N.[C:20]([OH:23])(=[O:22])[CH3:21]. The catalyst is Cl.C(OCC)(=O)C. The product is [Cl:1][C:2]1[CH:3]=[C:4]2[C:9](=[CH:10][C:11]=1[OH:12])[O:8][CH2:7][CH2:6][CH:21]2[C:20]([OH:23])=[O:22]. The yield is 1.00. (3) The reactants are [C:1]([C:3]1[NH:4][C:5](=[O:21])[N:6]([CH:8]2[CH2:13][CH2:12][N:11](C(OC(C)(C)C)=O)[CH2:10][CH2:9]2)[CH:7]=1)#[N:2].[ClH:22].O1CCOCC1. The catalyst is C(OCC)(=O)C. The product is [ClH:22].[O:21]=[C:5]1[NH:4][C:3]([C:1]#[N:2])=[CH:7][N:6]1[CH:8]1[CH2:13][CH2:12][NH:11][CH2:10][CH2:9]1. The yield is 1.00. (4) The reactants are [NH2:1][C:2]1[CH:7]=[CH:6][C:5]([CH2:8][C:9]([CH3:11])=[O:10])=[CH:4][CH:3]=1.N1C=CC=CC=1.Cl[C:19]([O:21][CH2:22][C:23]([Cl:26])([Cl:25])[Cl:24])=[O:20]. The catalyst is O1CCCC1. The product is [O:10]=[C:9]([CH3:11])[CH2:8][C:5]1[CH:4]=[CH:3][C:2]([NH:1][C:19](=[O:20])[O:21][CH2:22][C:23]([Cl:26])([Cl:25])[Cl:24])=[CH:7][CH:6]=1. The yield is 0.584. (5) The reactants are [NH:1]1[CH2:11][CH2:10][CH:4]([C:5]([O:7][CH2:8][CH3:9])=[O:6])[CH2:3][CH2:2]1.[CH3:12][C:13]([CH3:15])=O.C(O[BH-](OC(=O)C)OC(=O)C)(=O)C.[Na+].C([O-])(O)=O.[Na+]. The catalyst is ClCCCl. The product is [CH3:12][CH:13]([N:1]1[CH2:2][CH2:3][CH:4]([C:5]([O:7][CH2:8][CH3:9])=[O:6])[CH2:10][CH2:11]1)[CH3:15]. The yield is 0.930. (6) The reactants are Cl[C:2]1[C:7]([C:8]([O:10][CH2:11]C)=[O:9])=[CH:6][N:5]=[C:4]([S:13][CH3:14])[N:3]=1.[NH2:15][CH2:16][CH:17]([CH2:20][CH3:21])[CH2:18][CH3:19].C(N(CC)CC)C. No catalyst specified. The product is [CH2:18]([CH:17]([CH2:20][CH3:21])[CH2:16][NH:15][C:2]1[C:7]([C:8]([O:10][CH3:11])=[O:9])=[CH:6][N:5]=[C:4]([S:13][CH3:14])[N:3]=1)[CH3:19]. The yield is 0.980.